This data is from Forward reaction prediction with 1.9M reactions from USPTO patents (1976-2016). The task is: Predict the product of the given reaction. (1) Given the reactants [NH2:1][CH2:2][CH2:3][C:4]1[CH:9]=[CH:8][C:7]([OH:10])=[CH:6][CH:5]=1.C(N(CC)CC)C.Cl[C:19]1[C:24]([Cl:25])=[C:23]([CH3:26])[N:22]=[CH:21][N:20]=1, predict the reaction product. The product is: [Cl:25][C:24]1[C:19]([NH:1][CH2:2][CH2:3][C:4]2[CH:9]=[CH:8][C:7]([OH:10])=[CH:6][CH:5]=2)=[N:20][CH:21]=[N:22][C:23]=1[CH3:26]. (2) Given the reactants Br[C:2]1[CH:3]=[CH:4][C:5]([C:8]([N:10]([CH3:32])[C:11]2[CH:16]=[CH:15][C:14]([CH2:17][N:18]3[CH2:23][CH2:22][N:21]([C:24]([O:26][C:27]([CH3:30])([CH3:29])[CH3:28])=[O:25])[C@@H:20]([CH3:31])[CH2:19]3)=[CH:13][CH:12]=2)=[O:9])=[N:6][CH:7]=1.[F:33][C:34]1[CH:35]=[C:36]([OH:40])[CH:37]=[CH:38][CH:39]=1.CC(CCCC(CCCC(CCCC(CCC(O)=O)C)C)C)C, predict the reaction product. The product is: [F:33][C:34]1[CH:35]=[C:36]([O:40][C:2]2[CH:3]=[CH:4][C:5]([C:8]([N:10]([CH3:32])[C:11]3[CH:16]=[CH:15][C:14]([CH2:17][N:18]4[CH2:23][CH2:22][N:21]([C:24]([O:26][C:27]([CH3:30])([CH3:29])[CH3:28])=[O:25])[C@@H:20]([CH3:31])[CH2:19]4)=[CH:13][CH:12]=3)=[O:9])=[N:6][CH:7]=2)[CH:37]=[CH:38][CH:39]=1.